From a dataset of Full USPTO retrosynthesis dataset with 1.9M reactions from patents (1976-2016). Predict the reactants needed to synthesize the given product. (1) Given the product [Br:4][C:5]1[CH:6]=[C:7]2[C:12](=[CH:13][CH:14]=1)[CH:11]=[C:10]([O:15][CH2:18][CH2:19][N:20]1[CH2:25][CH2:24][CH2:23][CH2:22][CH2:21]1)[CH:9]=[CH:8]2, predict the reactants needed to synthesize it. The reactants are: [OH-].[Na+].O.[Br:4][C:5]1[CH:6]=[C:7]2[C:12](=[CH:13][CH:14]=1)[CH:11]=[C:10]([OH:15])[CH:9]=[CH:8]2.Cl.Cl[CH2:18][CH2:19][N:20]1[CH2:25][CH2:24][CH2:23][CH2:22][CH2:21]1. (2) Given the product [CH2:20]([N:13]([CH2:6][C:7]1[CH:8]=[CH:9][CH:10]=[CH:11][CH:12]=1)[C@@H:14]([C:27](=[O:30])[CH2:28][CH3:29])[C:15]([O:17][CH2:18][CH3:19])=[O:16])[C:21]1[CH:22]=[CH:23][CH:24]=[CH:25][CH:26]=1, predict the reactants needed to synthesize it. The reactants are: [Li]CCCC.[CH2:6]([N:13]([CH2:20][C:21]1[CH:26]=[CH:25][CH:24]=[CH:23][CH:22]=1)[CH2:14][C:15]([O:17][CH2:18][CH3:19])=[O:16])[C:7]1[CH:12]=[CH:11][CH:10]=[CH:9][CH:8]=1.[C:27](Cl)(=[O:30])[CH2:28][CH3:29].